Dataset: Reaction yield outcomes from USPTO patents with 853,638 reactions. Task: Predict the reaction yield, written as a fraction of the theoretical maximum amount of product (1.0 means a 100% yield; for example, 0.34 means a 34% yield). (1) The reactants are Cl[C:2](Cl)([O:4]C(=O)OC(Cl)(Cl)Cl)Cl.[CH2:13]([O:20][NH:21][C@H:22]1[CH2:27][NH:26][C@H:25]([C:28]([O:30][CH2:31][CH3:32])=[O:29])[CH2:24][CH2:23]1)[C:14]1[CH:19]=[CH:18][CH:17]=[CH:16][CH:15]=1.CCN(C(C)C)C(C)C. The catalyst is C(Cl)Cl. The product is [CH2:13]([O:20][N:21]1[C:2](=[O:4])[N:26]2[CH2:27][C@H:22]1[CH2:23][CH2:24][C@H:25]2[C:28]([O:30][CH2:31][CH3:32])=[O:29])[C:14]1[CH:15]=[CH:16][CH:17]=[CH:18][CH:19]=1. The yield is 0.500. (2) The reactants are C([O:8][CH:9]1[CH2:15][CH2:14][CH2:13][N:12]([S:16]([C:19]2[CH:20]=[C:21]([CH:33]=[CH:34][C:35]=2[CH2:36][CH2:37][F:38])[C:22]([NH:24][C:25]2[CH:30]=[CH:29][C:28]([F:31])=[C:27]([Cl:32])[CH:26]=2)=[O:23])(=[O:18])=[O:17])[CH2:11][CH2:10]1)C1C=CC=CC=1. The catalyst is CO.[Pd]. The product is [Cl:32][C:27]1[CH:26]=[C:25]([NH:24][C:22](=[O:23])[C:21]2[CH:33]=[CH:34][C:35]([CH2:36][CH2:37][F:38])=[C:19]([S:16]([N:12]3[CH2:13][CH2:14][CH2:15][CH:9]([OH:8])[CH2:10][CH2:11]3)(=[O:18])=[O:17])[CH:20]=2)[CH:30]=[CH:29][C:28]=1[F:31]. The yield is 0.440. (3) The reactants are Br[C:2]1[CH:3]=[CH:4][C:5]2[O:6][CH2:7][C:8](=[O:21])[N:9]([CH2:12][C:13]3[CH:18]=[CH:17][C:16]([O:19][CH3:20])=[CH:15][CH:14]=3)[C:10]=2[N:11]=1.[O:22]=[C:23]1[NH:28][CH2:27][CH:26]2[CH2:29][CH2:30][N:31](C(OC(C)(C)C)=O)[CH2:32][CH:25]2[O:24]1. No catalyst specified. The product is [CH3:20][O:19][C:16]1[CH:17]=[CH:18][C:13]([CH2:12][N:9]2[C:8](=[O:21])[CH2:7][O:6][C:5]3[CH:4]=[CH:3][C:2]([N:28]4[CH2:27][CH:26]5[CH2:29][CH2:30][NH:31][CH2:32][CH:25]5[O:24][C:23]4=[O:22])=[N:11][C:10]2=3)=[CH:14][CH:15]=1. The yield is 0.950. (4) The reactants are [CH3:1][O:2][C:3]1[CH:4]=[C:5]([CH2:10][C:11](O)=[O:12])[CH:6]=[CH:7][C:8]=1[CH3:9].CO.CCOC(C)=O.CCCCCCC. The catalyst is O1CCCC1. The product is [CH3:1][O:2][C:3]1[CH:4]=[C:5]([CH2:10][CH2:11][OH:12])[CH:6]=[CH:7][C:8]=1[CH3:9]. The yield is 0.870. (5) The product is [CH:38]([NH:39][C:3](=[O:25])[C:4]1[CH:9]=[CH:8][C:7]([O:10][CH2:11][C:12]2[C:13]([C:18]3[CH:19]=[CH:20][C:21]([CH3:24])=[CH:22][CH:23]=3)=[N:14][O:15][C:16]=2[CH3:17])=[N:6][CH:5]=1)([CH3:43])[CH3:37]. The yield is 0.780. No catalyst specified. The reactants are CO[C:3](=[O:25])[C:4]1[CH:9]=[CH:8][C:7]([O:10][CH2:11][C:12]2[C:13]([C:18]3[CH:23]=[CH:22][C:21]([CH3:24])=[CH:20][CH:19]=3)=[N:14][O:15][C:16]=2[CH3:17])=[N:6][CH:5]=1.COC(=O)C1C=CC(OC[C:37]2[C:38]([C:43]3C=C(C)C=CC=3)=[N:39]OC=2C)=NC=1. (6) The reactants are Br[C:2]1[CH:3]=[CH:4][C:5]2[O:30][CH2:29][C:8]3([C:16]4[C:11](=[CH:12][CH:13]=[CH:14][CH:15]=4)[N:10]([CH2:17][C:18]([NH:20][C:21]4[CH:26]=[CH:25][CH:24]=[CH:23][C:22]=4[F:27])=[O:19])[C:9]3=[O:28])[C:6]=2[CH:7]=1.BrC1C=CC2C3(COC=2C=1)C1C(=CC=CC=1)[N:40]([CH2:47][CH2:48][CH2:49][CH2:50][CH3:51])C3=O. No catalyst specified. The product is [F:27][C:22]1[CH:23]=[CH:24][CH:25]=[CH:26][C:21]=1[NH:20][C:18](=[O:19])[CH2:17][N:10]1[C:11]2[C:16](=[CH:15][CH:14]=[CH:13][CH:12]=2)[C:8]2([C:6]3[CH:7]=[C:2]([C:50]4[CH:51]=[N:40][CH:47]=[CH:48][CH:49]=4)[CH:3]=[CH:4][C:5]=3[O:30][CH2:29]2)[C:9]1=[O:28]. The yield is 0.550. (7) The reactants are [NH2:1][C:2]1[C:7]([F:8])=[C:6](Br)[N:5]=[C:4]([C:10]([O:12][CH3:13])=[O:11])[C:3]=1[Cl:14].[CH3:15][Sn:16]([CH3:22])([CH3:21])[Sn:16]([CH3:22])([CH3:21])[CH3:15]. The catalyst is O1CCOCC1.Cl[Pd](Cl)([P](C1C=CC=CC=1)(C1C=CC=CC=1)C1C=CC=CC=1)[P](C1C=CC=CC=1)(C1C=CC=CC=1)C1C=CC=CC=1. The product is [NH2:1][C:2]1[C:7]([F:8])=[C:6]([Sn:16]([CH3:22])([CH3:21])[CH3:15])[N:5]=[C:4]([C:10]([O:12][CH3:13])=[O:11])[C:3]=1[Cl:14]. The yield is 1.00. (8) The reactants are C[O:2][C:3](=[O:24])[C:4]1[CH:9]=[C:8]([C:10]2[S:11][CH:12]=[C:13]([C:15]3[CH:20]=[CH:19][C:18]([Cl:21])=[C:17]([Cl:22])[CH:16]=3)[N:14]=2)[CH:7]=[CH:6][C:5]=1Br.[CH3:25][O:26][C:27]1[CH:32]=[CH:31][C:30](B(O)O)=[C:29]([C:36]([F:39])([F:38])[F:37])[CH:28]=1. No catalyst specified. The product is [Cl:22][C:17]1[CH:16]=[C:15]([C:13]2[N:14]=[C:10]([C:8]3[CH:9]=[C:4]([C:3]([OH:2])=[O:24])[C:5]([C:30]4[CH:31]=[CH:32][C:27]([O:26][CH3:25])=[CH:28][C:29]=4[C:36]([F:37])([F:38])[F:39])=[CH:6][CH:7]=3)[S:11][CH:12]=2)[CH:20]=[CH:19][C:18]=1[Cl:21]. The yield is 0.0600. (9) The reactants are C(N1CCN(C2SC(C(O)=O)=C(C)N=2)C1=O)C1C=CC=CC=1.[CH3:23][C:24]1[N:25]=[C:26]([N:32]2[CH2:36][CH2:35][N:34]([CH2:37][C:38]3[CH:43]=[CH:42][C:41]([O:44][C:45]([F:48])([F:47])[F:46])=[CH:40][CH:39]=3)[C:33]2=[O:49])[S:27][C:28]=1[C:29](O)=[O:30].[NH2:50][CH2:51][CH2:52][C:53]1[CH:54]=[N:55][CH:56]=[CH:57][CH:58]=1. No catalyst specified. The product is [CH3:23][C:24]1[N:25]=[C:26]([N:32]2[CH2:36][CH2:35][N:34]([CH2:37][C:38]3[CH:39]=[CH:40][C:41]([O:44][C:45]([F:46])([F:47])[F:48])=[CH:42][CH:43]=3)[C:33]2=[O:49])[S:27][C:28]=1[C:29]([NH:50][CH2:51][CH2:52][C:53]1[CH:54]=[N:55][CH:56]=[CH:57][CH:58]=1)=[O:30]. The yield is 0.210. (10) The reactants are Cl.[O:2]1CCCO[CH:3]1[C:8]1[CH:9]=[C:10]([NH:14][CH:15]2[CH2:20][CH2:19][N:18]([CH:21]([CH3:23])[CH3:22])[CH2:17][CH2:16]2)[CH:11]=[CH:12][CH:13]=1. The catalyst is CO. The product is [CH:21]([N:18]1[CH2:19][CH2:20][CH:15]([NH:14][C:10]2[CH:9]=[C:8]([CH:13]=[CH:12][CH:11]=2)[CH:3]=[O:2])[CH2:16][CH2:17]1)([CH3:23])[CH3:22]. The yield is 0.250.